Task: Predict which catalyst facilitates the given reaction.. Dataset: Catalyst prediction with 721,799 reactions and 888 catalyst types from USPTO (1) Reactant: [Cl:1][C:2]1[C:3]([O:17][C@@H:18]([CH3:23])[C:19]([F:22])([F:21])[F:20])=[N:4][CH:5]=[C:6](B2OC(C)(C)C(C)(C)O2)[CH:7]=1.[OH:24]OS([O-])=O.[K+]. Product: [Cl:1][C:2]1[CH:7]=[C:6]([OH:24])[CH:5]=[N:4][C:3]=1[O:17][C@@H:18]([CH3:23])[C:19]([F:22])([F:21])[F:20]. The catalyst class is: 95. (2) Reactant: Cl[C:2]1[N:7]=[C:6]([C:8]2[CH:13]=[CH:12][CH:11]=[CH:10][C:9]=2[O:14][CH3:15])[CH:5]=[CH:4][N:3]=1.[NH2:16][C:17]1[CH:22]=[CH:21][C:20]([CH2:23][S:24]([NH:27][CH3:28])(=[O:26])=[O:25])=[CH:19][CH:18]=1. Product: [CH3:15][O:14][C:9]1[CH:10]=[CH:11][CH:12]=[CH:13][C:8]=1[C:6]1[CH:5]=[CH:4][N:3]=[C:2]([NH:16][C:17]2[CH:22]=[CH:21][C:20]([CH2:23][S:24]([NH:27][CH3:28])(=[O:26])=[O:25])=[CH:19][CH:18]=2)[N:7]=1. The catalyst class is: 3.